From a dataset of Full USPTO retrosynthesis dataset with 1.9M reactions from patents (1976-2016). Predict the reactants needed to synthesize the given product. (1) Given the product [C:1]([O:5][C:6](=[O:61])[CH2:7][CH2:8][CH2:9][CH2:10][CH2:11][CH2:12][CH2:13][CH2:14][CH2:15][CH2:16][CH2:17][CH2:18][CH2:19][CH2:20][CH2:21][CH2:22][CH2:23][CH2:24][C:25](=[O:60])[NH:26][C@H:27]([C:53]([O:55][C:56]([CH3:59])([CH3:58])[CH3:57])=[O:54])[CH2:28][CH2:29][C:30](=[O:52])[NH:31][CH2:32][CH2:33][O:34][CH2:35][CH2:36][O:37][CH2:38][C:39](=[O:51])[NH:40][CH2:41][CH2:42][O:43][CH2:44][CH2:45][O:46][CH2:47][C:48](=[O:49])[NH:93][CH2:92][CH2:91][NH2:94])([CH3:3])([CH3:2])[CH3:4], predict the reactants needed to synthesize it. The reactants are: [C:1]([O:5][C:6](=[O:61])[CH2:7][CH2:8][CH2:9][CH2:10][CH2:11][CH2:12][CH2:13][CH2:14][CH2:15][CH2:16][CH2:17][CH2:18][CH2:19][CH2:20][CH2:21][CH2:22][CH2:23][CH2:24][C:25](=[O:60])[NH:26][C@H:27]([C:53]([O:55][C:56]([CH3:59])([CH3:58])[CH3:57])=[O:54])[CH2:28][CH2:29][C:30](=[O:52])[NH:31][CH2:32][CH2:33][O:34][CH2:35][CH2:36][O:37][CH2:38][C:39](=[O:51])[NH:40][CH2:41][CH2:42][O:43][CH2:44][CH2:45][O:46][CH2:47][C:48](O)=[O:49])([CH3:4])([CH3:3])[CH3:2].[B-](F)(F)(F)F.CN(C(ON1C(=O)CCC1=O)=[N+](C)C)C.CCN(C(C)C)C(C)C.[CH2:91]([NH2:94])[CH2:92][NH2:93]. (2) Given the product [CH3:1][C:2]1[N:6]([CH2:25][C:26]2[CH:31]=[CH:30][CH:29]=[CH:28][C:27]=2[O:32][CH3:33])[N:5]=[C:4]([N:7]2[C:15](=[O:16])[C:14]3[C:9](=[CH:10][CH:11]=[CH:12][CH:13]=3)[C:8]2=[O:17])[CH:3]=1, predict the reactants needed to synthesize it. The reactants are: [CH3:1][C:2]1[NH:6][N:5]=[C:4]([N:7]2[C:15](=[O:16])[C:14]3[C:9](=[CH:10][CH:11]=[CH:12][CH:13]=3)[C:8]2=[O:17])[CH:3]=1.C(=O)([O-])[O-].[K+].[K+].Cl[CH2:25][C:26]1[CH:31]=[CH:30][CH:29]=[CH:28][C:27]=1[O:32][CH3:33]. (3) Given the product [NH2:10][CH2:11][CH2:12][CH2:13][NH:9][C:1](=[O:8])[C:2]1[CH:7]=[CH:6][CH:5]=[CH:4][CH:3]=1, predict the reactants needed to synthesize it. The reactants are: [C:1]([NH2:9])(=[O:8])[C:2]1[CH:7]=[CH:6][CH:5]=[CH:4][CH:3]=1.[NH2:10][CH2:11][CH2:12][CH2:13]N. (4) Given the product [NH2:1][C:4]1[CH:5]=[CH:6][C:7]([CH2:10][CH2:11][CH2:12][CH2:13][CH2:14][C:15](=[O:20])[CH2:16][CH2:17][CH2:18][CH3:19])=[CH:8][CH:9]=1, predict the reactants needed to synthesize it. The reactants are: [N+:1]([C:4]1[CH:9]=[CH:8][C:7]([CH2:10][CH2:11][CH2:12][CH2:13][CH2:14][C:15](=[O:20])[CH2:16][CH2:17][CH2:18][CH3:19])=[CH:6][CH:5]=1)([O-])=O.C1COCC1.CO.[O-]S(S([O-])=O)=O.[Na+].[Na+]. (5) Given the product [O:43]=[C:41]([CH3:42])[CH2:40][CH2:39][O:38][CH2:2][C:3]1[C:4](=[O:13])[O:5][C:6]2[C:11]([CH:12]=1)=[CH:10][CH:9]=[CH:8][CH:7]=2, predict the reactants needed to synthesize it. The reactants are: Cl[CH2:2][C:3]1[C:4](=[O:13])[O:5][C:6]2[C:11]([CH:12]=1)=[CH:10][CH:9]=[CH:8][CH:7]=2.C(=O)([O-])[O-].[K+].[K+].C1OCCOCCOCCOCCOCCOC1.[OH:38][CH2:39][CH2:40][C:41](=[O:43])[CH3:42].